From a dataset of Catalyst prediction with 721,799 reactions and 888 catalyst types from USPTO. Predict which catalyst facilitates the given reaction. (1) Reactant: I[C:2]1[C:10]2[C:5](=[N:6][CH:7]=[N:8][C:9]=2[NH2:11])[N:4]([C@H:12]2[CH2:17][CH2:16][C@H:15]([N:18]3[CH2:23][CH2:22][N:21]([CH3:24])[CH2:20][CH2:19]3)[CH2:14][CH2:13]2)[N:3]=1.[CH3:25][O:26][C:27]1[CH:32]=[C:31](B2OC(C)(C)C(C)(C)O2)[CH:30]=[CH:29][C:28]=1[NH:42][C:43]([C:45]1[N:46]([CH3:54])[C:47]2[C:52]([CH:53]=1)=[CH:51][CH:50]=[CH:49][CH:48]=2)=[O:44].C(=O)([O-])[O-].[Na+].[Na+]. Product: [NH2:11][C:9]1[N:8]=[CH:7][N:6]=[C:5]2[N:4]([C@H:12]3[CH2:17][CH2:16][C@H:15]([N:18]4[CH2:23][CH2:22][N:21]([CH3:24])[CH2:20][CH2:19]4)[CH2:14][CH2:13]3)[N:3]=[C:2]([C:31]3[CH:30]=[CH:29][C:28]([NH:42][C:43]([C:45]4[N:46]([CH3:54])[C:47]5[C:52]([CH:53]=4)=[CH:51][CH:50]=[CH:49][CH:48]=5)=[O:44])=[C:27]([O:26][CH3:25])[CH:32]=3)[C:10]=12. The catalyst class is: 108. (2) Reactant: [Br:1][C:2]1[CH:3]=[C:4]([C@@H:8]([NH:17][C:18](=[O:24])[O:19]C(C)(C)C)[C@H:9](O)[C:10]2[CH:11]=[N:12][CH:13]=[CH:14][CH:15]=2)[CH:5]=[CH:6][CH:7]=1.C(N1C=CN=C1)(N1C=CN=C1)=O. Product: [Br:1][C:2]1[CH:3]=[C:4]([C@H:8]2[C@H:9]([C:10]3[CH:11]=[N:12][CH:13]=[CH:14][CH:15]=3)[O:24][C:18](=[O:19])[NH:17]2)[CH:5]=[CH:6][CH:7]=1. The catalyst class is: 89.